This data is from Forward reaction prediction with 1.9M reactions from USPTO patents (1976-2016). The task is: Predict the product of the given reaction. (1) Given the reactants O1CCCC1.[CH2:6]([O:8][C:9]1[CH:14]=[CH:13][C:12]([N+:15]([O-])=O)=[CH:11][C:10]=1[C:18]1[NH:23][C:22](=[O:24])[C:21]2=[C:25]([CH3:33])[N:26]=[C:27]([CH:28]3[CH2:32][CH2:31][CH2:30][CH2:29]3)[N:20]2[N:19]=1)[CH3:7], predict the reaction product. The product is: [NH2:15][C:12]1[CH:13]=[CH:14][C:9]([O:8][CH2:6][CH3:7])=[C:10]([C:18]2[NH:23][C:22](=[O:24])[C:21]3=[C:25]([CH3:33])[N:26]=[C:27]([CH:28]4[CH2:32][CH2:31][CH2:30][CH2:29]4)[N:20]3[N:19]=2)[CH:11]=1. (2) Given the reactants [NH2:1][C@H:2]([CH3:7])[CH2:3][C:4](O)=[O:5].B.[CH2:9]1[CH2:13][O:12][CH2:11][CH2:10]1.C[OH:15].[CH3:16][C:17]1[CH:18]=[CH:19][C:20]([N:26]2[N:30]=[CH:29][CH:28]=[N:27]2)=[C:21]([CH:25]=1)[C:22]([OH:24])=O, predict the reaction product. The product is: [CH3:7][C@H:2]1[CH2:3][CH2:4][O:5][C@@H:10]([C:11]([O:12][CH2:13][CH3:9])=[O:15])[N:1]1[C:22](=[O:24])[C:21]1[CH:25]=[C:17]([CH3:16])[CH:18]=[CH:19][C:20]=1[N:26]1[N:30]=[CH:29][CH:28]=[N:27]1. (3) The product is: [CH3:1][C:2]1[CH:3]=[CH:4][CH:5]=[C:6]2[C:11]=1[C:10](=[O:12])[N:9]([C:13]1[CH:18]=[CH:17][CH:16]=[CH:15][C:14]=1[CH3:19])[C:8]([CH2:20][N:21]([CH3:22])[C:24]1[N:32]=[CH:31][N:30]=[C:29]3[C:25]=1[N:26]=[CH:27][N:28]3[CH:33]1[CH2:38][CH2:37][CH2:36][CH2:35][O:34]1)=[CH:7]2. Given the reactants [CH3:1][C:2]1[CH:3]=[CH:4][CH:5]=[C:6]2[C:11]=1[C:10](=[O:12])[N:9]([C:13]1[CH:18]=[CH:17][CH:16]=[CH:15][C:14]=1[CH3:19])[C:8]([CH2:20][NH:21][CH3:22])=[CH:7]2.Cl[C:24]1[N:32]=[CH:31][N:30]=[C:29]2[C:25]=1[N:26]=[CH:27][N:28]2[CH:33]1[CH2:38][CH2:37][CH2:36][CH2:35][O:34]1, predict the reaction product. (4) Given the reactants [Cl-].O[NH3+:3].[C:4](=[O:7])([O-])[OH:5].[Na+].CS(C)=O.[Si]([O:20][CH2:21][C:22]([CH3:58])([CH3:57])[O:23][C:24]1[CH:29]=[CH:28][C:27]([N:30]2[C:35](=[O:36])[C:34]([CH2:37][C:38]3[CH:43]=[CH:42][C:41]([C:44]4[C:45]([C:50]#[N:51])=[CH:46][CH:47]=[CH:48][CH:49]=4)=[CH:40][CH:39]=3)=[C:33]([CH2:52][CH2:53][CH3:54])[N:32]=[C:31]2[CH2:55][CH3:56])=[CH:26][CH:25]=1)(C(C)(C)C)(C)C, predict the reaction product. The product is: [CH2:55]([C:31]1[N:30]([C:27]2[CH:26]=[CH:25][C:24]([O:23][C:22]([CH3:57])([CH3:58])[CH2:21][OH:20])=[CH:29][CH:28]=2)[C:35](=[O:36])[C:34]([CH2:37][C:38]2[CH:43]=[CH:42][C:41]([C:44]3[CH:49]=[CH:48][CH:47]=[CH:46][C:45]=3[C:50]3[NH:3][C:4](=[O:7])[O:5][N:51]=3)=[CH:40][CH:39]=2)=[C:33]([CH2:52][CH2:53][CH3:54])[N:32]=1)[CH3:56]. (5) The product is: [N:1]1([C:18]([O:20][CH2:21][CH:22]2[C:23]3[C:28](=[CH:27][CH:26]=[CH:25][CH:24]=3)[C:29]3[C:34]2=[CH:33][CH:32]=[CH:31][CH:30]=3)=[O:19])[CH2:9][CH2:8][CH2:7][CH2:6][C@H:2]1[C:3]([OH:5])=[O:4]. Given the reactants [NH:1]1[CH2:9][CH2:8][CH2:7][CH2:6][C@H:2]1[C:3]([OH:5])=[O:4].Cl.O[Li].O.C([O-])=O.[NH4+].[C:18](ON1C(=O)CCC1=O)([O:20][CH2:21][CH:22]1[C:34]2[C:29](=[CH:30][CH:31]=[CH:32][CH:33]=2)[C:28]2[C:23]1=[CH:24][CH:25]=[CH:26][CH:27]=2)=[O:19].C([O-])(O)=O.[Na+], predict the reaction product. (6) Given the reactants FC(F)(F)C([NH:5][C:6]1[CH:11]=[CH:10][C:9]([S:12](=[O:25])(=[O:24])[NH:13][C:14]2[CH:15]=[CH:16][C:17]3[CH2:21][O:20][B:19]([OH:22])[C:18]=3[CH:23]=2)=[C:8]([CH2:26][CH2:27][F:28])[CH:7]=1)=O.[NH4+], predict the reaction product. The product is: [NH2:5][C:6]1[CH:11]=[CH:10][C:9]([S:12]([NH:13][C:14]2[CH:15]=[CH:16][C:17]3[CH2:21][O:20][B:19]([OH:22])[C:18]=3[CH:23]=2)(=[O:24])=[O:25])=[C:8]([CH2:26][CH2:27][F:28])[CH:7]=1. (7) The product is: [N:30]1[CH:31]=[CH:32][CH:33]=[C:28]([O:27][CH2:24][C:25]2[O:1][N:2]=[C:3]([C@@H:4]3[CH2:8][CH2:7][CH2:6][N:5]3[C:9]([O:11][C:12]([CH3:15])([CH3:14])[CH3:13])=[O:10])[CH:26]=2)[CH:29]=1. Given the reactants [OH:1][N:2]=[CH:3][C@@H:4]1[CH2:8][CH2:7][CH2:6][N:5]1[C:9]([O:11][C:12]([CH3:15])([CH3:14])[CH3:13])=[O:10].C1C(=O)N(Cl)C(=O)C1.[CH2:24]([O:27][C:28]1[CH:29]=[N:30][CH:31]=[CH:32][CH:33]=1)[C:25]#[CH:26].C(=O)(O)[O-].[Na+], predict the reaction product.